From a dataset of Forward reaction prediction with 1.9M reactions from USPTO patents (1976-2016). Predict the product of the given reaction. Given the reactants [Cl:1][C:2]1[C:3]([NH2:22])=[CH:4][C:5]2[N:9]=[C:8]([CH2:10][CH3:11])[N:7]([C:12]3[CH:17]=[CH:16][C:15]([CH2:18][CH2:19][Cl:20])=[CH:14][CH:13]=3)[C:6]=2[CH:21]=1.[C:23](Cl)(=[O:25])[CH3:24].O, predict the reaction product. The product is: [Cl:1][C:2]1[C:3]([NH:22][C:23](=[O:25])[CH3:24])=[CH:4][C:5]2[N:9]=[C:8]([CH2:10][CH3:11])[N:7]([C:12]3[CH:13]=[CH:14][C:15]([CH2:18][CH2:19][Cl:20])=[CH:16][CH:17]=3)[C:6]=2[CH:21]=1.